Dataset: Catalyst prediction with 721,799 reactions and 888 catalyst types from USPTO. Task: Predict which catalyst facilitates the given reaction. (1) Reactant: [CH3:1][CH:2]([CH3:27])[CH2:3][C:4]([N:6]1[CH2:11][CH2:10][C@H:9]2[CH2:12][C@@H:13]([C:22]([O:24][CH2:25][CH3:26])=[O:23])[N:14](C(OC(C)(C)C)=O)[C@H:8]2[CH2:7]1)=[O:5].C(O)(C(F)(F)F)=O.CCOC(C)=O.C(O)(C(F)(F)F)=O.C(Cl)Cl. Product: [CH3:1][CH:2]([CH3:27])[CH2:3][C:4]([N:6]1[CH2:11][CH2:10][C@H:9]2[CH2:12][C@@H:13]([C:22]([O:24][CH2:25][CH3:26])=[O:23])[NH:14][C@H:8]2[CH2:7]1)=[O:5]. The catalyst class is: 2. (2) Reactant: [CH:1]1[C:10]2[C:5](=[CH:6][CH:7]=[CH:8][CH:9]=2)[CH:4]=[CH:3][C:2]=1[S:11]([OH:14])(=[O:13])=[O:12].[Cl:15][C:16]1[CH:21]=[CH:20][C:19]([CH:22]2[N:26]([C:27]3[CH:32]=[CH:31][C:30]([Cl:33])=[CH:29][C:28]=3[Cl:34])[N:25]=[C:24]([C:35]([NH:37][N:38]3[CH2:43][CH2:42][CH2:41][CH2:40][CH2:39]3)=[O:36])[CH2:23]2)=[CH:18][CH:17]=1. Product: [CH:1]1[C:10]2[C:5](=[CH:6][CH:7]=[CH:8][CH:9]=2)[CH:4]=[CH:3][C:2]=1[S:11]([OH:14])(=[O:13])=[O:12].[Cl:15][C:16]1[CH:21]=[CH:20][C:19]([CH:22]2[N:26]([C:27]3[CH:32]=[CH:31][C:30]([Cl:33])=[CH:29][C:28]=3[Cl:34])[N:25]=[C:24]([C:35]([NH:37][N:38]3[CH2:39][CH2:40][CH2:41][CH2:42][CH2:43]3)=[O:36])[CH2:23]2)=[CH:18][CH:17]=1. The catalyst class is: 13. (3) Reactant: [OH:1][CH2:2][CH2:3][C:4]1[CH:21]=[CH:20][C:7]([O:8][CH2:9][C:10]2[CH:19]=[CH:18][CH:17]=[CH:16][C:11]=2[C:12]([O:14][CH3:15])=[O:13])=[CH:6][CH:5]=1.[CH2:22]([O:29][C:30]1[CH:35]=[CH:34][C:33](O)=[CH:32][CH:31]=1)[C:23]1[CH:28]=[CH:27][CH:26]=[CH:25][CH:24]=1.C1(P(C2C=CC=CC=2)C2C=CC=CC=2)C=CC=CC=1. Product: [CH2:22]([O:29][C:30]1[CH:35]=[CH:34][C:33]([O:1][CH2:2][CH2:3][C:4]2[CH:5]=[CH:6][C:7]([O:8][CH2:9][C:10]3[CH:19]=[CH:18][CH:17]=[CH:16][C:11]=3[C:12]([O:14][CH3:15])=[O:13])=[CH:20][CH:21]=2)=[CH:32][CH:31]=1)[C:23]1[CH:28]=[CH:27][CH:26]=[CH:25][CH:24]=1. The catalyst class is: 11. (4) Reactant: O=[C:2]1[CH2:7][CH2:6][N:5]([C:8]([O:10][C:11]([CH3:14])([CH3:13])[CH3:12])=[O:9])[CH2:4][CH2:3]1.[C:15]([CH2:17][C:18]([O:20][CH2:21][CH3:22])=[O:19])#[N:16].C([O-])(=O)C.[NH4+].C(O)(=O)C. Product: [C:15]([C:17](=[C:2]1[CH2:7][CH2:6][N:5]([C:8]([O:10][C:11]([CH3:14])([CH3:13])[CH3:12])=[O:9])[CH2:4][CH2:3]1)[C:18]([O:20][CH2:21][CH3:22])=[O:19])#[N:16]. The catalyst class is: 11. (5) Reactant: [C:1]([O:5][C:6](=[O:35])[NH:7][C@H:8]1[CH2:12][CH2:11][N:10]([C:13]2[N:18]=[C:17]([NH:19][C:20]3[CH:25]=[CH:24][C:23]([C:26](=[O:32])[NH:27][C:28]([CH3:31])([CH3:30])[CH3:29])=[CH:22][CH:21]=3)[C:16]([C:33]#[N:34])=[CH:15][N:14]=2)[CH2:9]1)([CH3:4])([CH3:3])[CH3:2].[OH-:36].[Na+].OO. Product: [C:1]([O:5][C:6](=[O:35])[NH:7][C@H:8]1[CH2:12][CH2:11][N:10]([C:13]2[N:18]=[C:17]([NH:19][C:20]3[CH:25]=[CH:24][C:23]([C:26](=[O:32])[NH:27][C:28]([CH3:29])([CH3:31])[CH3:30])=[CH:22][CH:21]=3)[C:16]([C:33](=[O:36])[NH2:34])=[CH:15][N:14]=2)[CH2:9]1)([CH3:2])([CH3:3])[CH3:4]. The catalyst class is: 16. (6) Reactant: C(O[BH-](OC(=O)C)OC(=O)C)(=O)C.[Na+].[CH2:15]([S:17]([N:20]1[C:28]2[CH:27]=[CH:26][C:25]([C:29]([N:31]3[CH2:36][CH2:35][CH:34]([CH3:37])[CH2:33][CH2:32]3)=[O:30])=[CH:24][C:23]=2[C:22]2[CH2:38][NH:39][CH2:40][CH2:41][C:21]1=2)(=[O:19])=[O:18])[CH3:16].[C:42]([OH:48])([C:44]([F:47])([F:46])[F:45])=[O:43].[CH:49]1([CH:52]=O)[CH2:51][CH2:50]1. Product: [CH:49]1([CH2:52][N:39]2[CH2:40][CH2:41][C:21]3[N:20]([S:17]([CH2:15][CH3:16])(=[O:18])=[O:19])[C:28]4[CH:27]=[CH:26][C:25]([C:29]([N:31]5[CH2:36][CH2:35][CH:34]([CH3:37])[CH2:33][CH2:32]5)=[O:30])=[CH:24][C:23]=4[C:22]=3[CH2:38]2)[CH2:51][CH2:50]1.[C:42]([OH:48])([C:44]([F:47])([F:46])[F:45])=[O:43]. The catalyst class is: 4. (7) Reactant: [CH:1]1([CH2:4][NH:5][S:6]([CH3:9])(=[O:8])=[O:7])[CH2:3][CH2:2]1.[H-].[Na+].[Cl:12][C:13]1[N:18]=[C:17](Cl)[CH:16]=[CH:15][N:14]=1.[NH4+].[Cl-]. Product: [Cl:12][C:13]1[N:18]=[C:17]([N:5]([CH2:4][CH:1]2[CH2:3][CH2:2]2)[S:6]([CH3:9])(=[O:8])=[O:7])[CH:16]=[CH:15][N:14]=1. The catalyst class is: 3. (8) Reactant: [CH:1]1([N:6]2[C:10]3[N:11]=[C:12]([NH:15][C:16]4[N:21]=[CH:20][C:19]([N:22]5[CH2:27][CH2:26][N:25](C(OC(C)(C)C)=O)[CH2:24][CH2:23]5)=[CH:18][CH:17]=4)[N:13]=[CH:14][C:9]=3[CH:8]=[C:7]2[C:35](=[O:39])[N:36]([CH3:38])[CH3:37])[CH2:5][CH2:4][CH2:3][CH2:2]1.Cl. Product: [CH:1]1([N:6]2[C:10]3[N:11]=[C:12]([NH:15][C:16]4[CH:17]=[CH:18][C:19]([N:22]5[CH2:23][CH2:24][NH:25][CH2:26][CH2:27]5)=[CH:20][N:21]=4)[N:13]=[CH:14][C:9]=3[CH:8]=[C:7]2[C:35]([N:36]([CH3:38])[CH3:37])=[O:39])[CH2:5][CH2:4][CH2:3][CH2:2]1. The catalyst class is: 11. (9) Product: [Cl:19][C:14]1[CH:15]=[CH:16][CH:17]=[CH:18][C:13]=1[C:12]([NH:11][C:7]1[CH:6]=[C:5]([CH:10]=[CH:9][CH:8]=1)[C:4]([OH:21])=[O:3])=[O:20]. Reactant: C([O:3][C:4](=[O:21])[C:5]1[CH:10]=[CH:9][CH:8]=[C:7]([NH:11][C:12](=[O:20])[C:13]2[CH:18]=[CH:17][CH:16]=[CH:15][C:14]=2[Cl:19])[CH:6]=1)C.[OH-].[Na+]. The catalyst class is: 1. (10) The catalyst class is: 2. Product: [N:1](/[C:10]([O:12][CH2:13][C:14]1[CH:15]=[CH:16][CH:17]=[CH:18][CH:19]=1)=[O:11])=[N:2]\[C:3]([O:5][C:6]([CH3:9])([CH3:8])[CH3:7])=[O:4]. Reactant: [NH:1]([C:10]([O:12][CH2:13][C:14]1[CH:19]=[CH:18][CH:17]=[CH:16][CH:15]=1)=[O:11])[NH:2][C:3]([O:5][C:6]([CH3:9])([CH3:8])[CH3:7])=[O:4].C1C(=O)N(Br)C(=O)C1.N1C=CC=CC=1.